Dataset: Full USPTO retrosynthesis dataset with 1.9M reactions from patents (1976-2016). Task: Predict the reactants needed to synthesize the given product. The reactants are: [OH:1][CH:2]([C:32]1[CH:37]=[CH:36][C:35]([OH:38])=[CH:34][CH:33]=1)[CH:3]([NH:18][C:19]([C:21]1[CH:22]=[CH:23][CH:24]=[C:25]2[CH2:31][CH2:30][CH2:29][CH:28]=[CH:27][C:26]=12)=[O:20])[CH2:4][C:5]1[CH:10]=[CH:9][CH:8]=[C:7]([O:11][C:12]([F:17])([F:16])[CH:13]([F:15])[F:14])[CH:6]=1.C(=O)([O-])[O-].[K+].[K+].Br[CH2:46][C:47]([O:49][CH2:50][CH3:51])=[O:48]. Given the product [C:47]([O:49][CH2:50][CH2:51][O:38][C:35]1[CH:36]=[CH:37][C:32]([CH:2]([OH:1])[CH:3]([NH:18][C:19]([C:21]2[C:26]3[CH:27]=[CH:28][CH2:29][CH2:30][CH2:31][C:25]=3[CH:24]=[CH:23][CH:22]=2)=[O:20])[CH2:4][C:5]2[CH:10]=[CH:9][CH:8]=[C:7]([O:11][C:12]([F:16])([F:17])[CH:13]([F:15])[F:14])[CH:6]=2)=[CH:33][CH:34]=1)(=[O:48])[CH3:46], predict the reactants needed to synthesize it.